Dataset: Forward reaction prediction with 1.9M reactions from USPTO patents (1976-2016). Task: Predict the product of the given reaction. Given the reactants Br[C:2]1[CH:3]=[C:4]2[C:24]([C:25]([CH3:28])([CH3:27])[CH:26]=1)=[C:23]1[C:6]([CH:7]=[C:8]3[C:21](=[CH:22]1)[C:20]1[CH:19]=[CH:18][CH:17]=[CH:16][C:15]=1[C:14]1[CH:13]=[CH:12][CH:11]=[CH:10][C:9]3=1)=[CH:5]2.[CH:29]1[C:37]2[C:36]3[CH:38]=[CH:39][CH:40]=[CH:41][C:35]=3[O:34][C:33]=2[C:32]([C:42]2[CH:43]=[C:44]([CH:65]=[CH:66][CH:67]=2)[NH:45][C:46]2[CH:51]=[CH:50][C:49]([C:52]3[C:57]4[O:58][C:59]5[CH:64]=[CH:63][CH:62]=[CH:61][C:60]=5[C:56]=4[CH:55]=[CH:54][CH:53]=3)=[CH:48][CH:47]=2)=[CH:31][CH:30]=1.CC(C)([O-])C.[Na+], predict the reaction product. The product is: [CH:29]1[C:37]2[C:36]3[CH:38]=[CH:39][CH:40]=[CH:41][C:35]=3[O:34][C:33]=2[C:32]([C:42]2[CH:43]=[C:44]([N:45]([C:46]3[CH:47]=[CH:48][C:49]([C:52]4[C:57]5[O:58][C:59]6[CH:64]=[CH:63][CH:62]=[CH:61][C:60]=6[C:56]=5[CH:55]=[CH:54][CH:53]=4)=[CH:50][CH:51]=3)[C:2]3[CH:3]=[C:4]4[C:24]([C:25]([CH3:28])([CH3:27])[CH:26]=3)=[C:23]3[C:6]([CH:7]=[C:8]5[C:21](=[CH:22]3)[C:20]3[CH:19]=[CH:18][CH:17]=[CH:16][C:15]=3[C:14]3[CH:13]=[CH:12][CH:11]=[CH:10][C:9]5=3)=[CH:5]4)[CH:65]=[CH:66][CH:67]=2)=[CH:31][CH:30]=1.